This data is from Reaction yield outcomes from USPTO patents with 853,638 reactions. The task is: Predict the reaction yield, written as a fraction of the theoretical maximum amount of product (1.0 means a 100% yield; for example, 0.34 means a 34% yield). (1) The catalyst is CN1CCCC1=O.CO. The reactants are [N:1]1([C:7]2[CH:12]=[CH:11][C:10]([NH:13][C:14]([C:16]3[NH:17][C:18]4[C:23]([C:24](=[O:26])[CH:25]=3)=[CH:22][C:21]([O:27][CH3:28])=[CH:20][C:19]=4[Br:29])=[O:15])=[CH:9][CH:8]=2)[CH2:6][CH2:5][O:4][CH2:3][CH2:2]1.[H-].[Na+].[CH3:32][Si:33]([CH3:40])([CH3:39])[CH2:34][CH2:35][O:36][CH2:37]Cl.O. The yield is 0.800. The product is [N:1]1([C:7]2[CH:12]=[CH:11][C:10]([NH:13][C:14]([C:16]3[CH:25]=[C:24]([O:26][CH2:37][O:36][CH2:35][CH2:34][Si:33]([CH3:40])([CH3:39])[CH3:32])[C:23]4[C:18](=[C:19]([Br:29])[CH:20]=[C:21]([O:27][CH3:28])[CH:22]=4)[N:17]=3)=[O:15])=[CH:9][CH:8]=2)[CH2:6][CH2:5][O:4][CH2:3][CH2:2]1. (2) The reactants are ClC1N=C(C2SC(C(C)C)=NC=2C2C=C(NS(C3C(F)=CC=CC=3F)(=O)=O)C=CC=2)C=CN=1.[Cl:34][C:35]1[N:40]=[C:39]([C:41]2[S:45][C:44]([N:46]3[CH2:51][CH2:50][O:49][CH2:48][CH2:47]3)=[N:43][C:42]=2[C:52]2[C:53]([F:59])=[C:54]([CH:56]=[CH:57][CH:58]=2)[NH2:55])[CH:38]=[CH:37][N:36]=1.[O:60]1[CH:64]=[CH:63][CH:62]=[C:61]1[S:65](Cl)(=[O:67])=[O:66]. No catalyst specified. The product is [Cl:34][C:35]1[N:40]=[C:39]([C:41]2[S:45][C:44]([N:46]3[CH2:47][CH2:48][O:49][CH2:50][CH2:51]3)=[N:43][C:42]=2[C:52]2[C:53]([F:59])=[C:54]([NH:55][S:65]([C:61]3[O:60][CH:64]=[CH:63][CH:62]=3)(=[O:67])=[O:66])[CH:56]=[CH:57][CH:58]=2)[CH:38]=[CH:37][N:36]=1. The yield is 0.630. (3) The reactants are [Br:1][C:2]1[CH:3]=[C:4]([C:8]([C:10]2[CH:15]=[CH:14][C:13]([O:16][CH:17]([CH3:19])[CH3:18])=[C:12]([CH3:20])[CH:11]=2)=[CH2:9])[CH:5]=[CH:6][CH:7]=1.[NH3:21].C([O:25][CH2:26]C)(=O)C.C(#[N:30])C. The catalyst is [Ag]OC#N. The product is [Br:1][C:2]1[CH:3]=[C:4]([C:8]2([C:10]3[CH:15]=[CH:14][C:13]([O:16][CH:17]([CH3:18])[CH3:19])=[C:12]([CH3:20])[CH:11]=3)[CH2:9][O:25][C:26]([NH2:30])=[N:21]2)[CH:5]=[CH:6][CH:7]=1. The yield is 0.550. (4) The reactants are [Li]CCCC.Br[C:7]1[CH:8]=[CH:9][C:10]([C:13]([F:16])([F:15])[F:14])=[N:11][CH:12]=1.[N+:17]([C:20]1[C:21]([CH:30]=[O:31])=[CH:22][CH:23]=[C:24]2[C:29]=1[N:28]=[CH:27][CH:26]=[CH:25]2)([O-:19])=[O:18]. The catalyst is C1COCC1. The product is [N+:17]([C:20]1[C:21]([CH:30]([C:7]2[CH:12]=[N:11][C:10]([C:13]([F:16])([F:15])[F:14])=[CH:9][CH:8]=2)[OH:31])=[CH:22][CH:23]=[C:24]2[C:29]=1[N:28]=[CH:27][CH:26]=[CH:25]2)([O-:19])=[O:18]. The yield is 0.230. (5) The reactants are [CH3:1][O:2][C:3]1[CH:4]=[C:5]2[C:10](=[CH:11][CH:12]=1)[CH:9]=[C:8]([C@H:13]([CH3:17])[C:14]([OH:16])=[O:15])[CH:7]=[CH:6]2.[S:18]([CH2:22][CH2:23]O)[CH2:19][CH2:20][OH:21].Cl.CN(C)CCCN=C=NCC.CCOCC.CCCCCC. The catalyst is ClCCl. The product is [CH3:1][O:2][C:3]1[CH:4]=[C:5]2[C:10](=[CH:11][CH:12]=1)[CH:9]=[C:8]([C@H:13]([CH3:17])[C:14]([O:16][CH2:23][CH2:22][S:18][CH2:19][CH2:20][OH:21])=[O:15])[CH:7]=[CH:6]2. The yield is 0.810. (6) The reactants are [Br:1][C:2]1[CH:3]=[C:4]([O:20][C:21]2[CH:26]=[CH:25][CH:24]=[CH:23][CH:22]=2)[C:5]([NH:8][C:9]2[S:10][CH:11]=[C:12]([CH2:14][CH2:15][C:16]([NH:18][NH2:19])=[O:17])[N:13]=2)=[N:6][CH:7]=1.C1N=CN([C:32](N2C=NC=C2)=[O:33])C=1. The catalyst is C1COCC1. The product is [Br:1][C:2]1[CH:3]=[C:4]([O:20][C:21]2[CH:26]=[CH:25][CH:24]=[CH:23][CH:22]=2)[C:5]([NH:8][C:9]2[S:10][CH:11]=[C:12]([CH2:14][CH2:15][C:16]3[O:17][C:32]([OH:33])=[N:19][N:18]=3)[N:13]=2)=[N:6][CH:7]=1. The yield is 0.283. (7) The reactants are [C:1]([C:4]1([C:7]2[CH:38]=[CH:37][CH:36]=[CH:35][C:8]=2[CH2:9][CH2:10][C:11]2[C:16]([Cl:17])=[CH:15][N:14]=[C:13]([NH:18][C:19]3[CH:24]=[CH:23][C:22]([CH:25]([NH:27]C(=O)OC(C)(C)C)[CH3:26])=[CH:21][CH:20]=3)[N:12]=2)[CH2:6][CH2:5]1)(=[O:3])[NH2:2].FC(F)(F)C(O)=O. The catalyst is C(Cl)Cl. The product is [NH2:27][CH:25]([C:22]1[CH:21]=[CH:20][C:19]([NH:18][C:13]2[N:12]=[C:11]([CH2:10][CH2:9][C:8]3[CH:35]=[CH:36][CH:37]=[CH:38][C:7]=3[C:4]3([C:1]([NH2:2])=[O:3])[CH2:5][CH2:6]3)[C:16]([Cl:17])=[CH:15][N:14]=2)=[CH:24][CH:23]=1)[CH3:26]. The yield is 0.920. (8) The reactants are C[O:2][C:3]1[N:8]=[CH:7][C:6]([CH2:9][C:10]2[C:11](=[O:17])[NH:12][C:13](=[S:16])[NH:14][CH:15]=2)=[CH:5][CH:4]=1.Cl. The catalyst is C(O)(=O)C. The product is [O:2]=[C:3]1[NH:8][CH:7]=[C:6]([CH2:9][C:10]2[C:11](=[O:17])[NH:12][C:13](=[S:16])[NH:14][CH:15]=2)[CH:5]=[CH:4]1. The yield is 0.613. (9) The reactants are [Cl:1][C:2]1[C:3]([NH:25][C:26]2[CH:31]=[CH:30][CH:29]=[CH:28][C:27]=2[S:32](=[O:36])(=[O:35])[NH:33][CH3:34])=[N:4][C:5]([NH:8][C:9]2[CH:24]=[CH:23][C:12]3[N:13]([CH2:19][C:20](O)=[O:21])[C:14](=[O:18])[CH2:15][CH2:16][CH2:17][C:11]=3[CH:10]=2)=[N:6][CH:7]=1.[CH3:37][N:38]1[CH2:43][CH2:42][NH:41][CH2:40][CH2:39]1.Cl.CN(C)CCCN=C=NCC.CN1CCOCC1.OC1C2N=NNC=2C=CC=1. The catalyst is CN(C=O)C.CO.C(Cl)Cl. The product is [Cl:1][C:2]1[C:3]([NH:25][C:26]2[CH:31]=[CH:30][CH:29]=[CH:28][C:27]=2[S:32]([NH:33][CH3:34])(=[O:36])=[O:35])=[N:4][C:5]([NH:8][C:9]2[CH:24]=[CH:23][C:12]3[N:13]([CH2:19][C:20]([N:41]4[CH2:42][CH2:43][N:38]([CH3:37])[CH2:39][CH2:40]4)=[O:21])[C:14](=[O:18])[CH2:15][CH2:16][CH2:17][C:11]=3[CH:10]=2)=[N:6][CH:7]=1. The yield is 0.560. (10) The reactants are Br[C:2]1[N:6]([CH3:7])[N:5]=[C:4]([N+:8]([O-:10])=[O:9])[N:3]=1.[CH2:11]([O:13][C@@H:14]([CH2:19][C:20]1[CH:25]=[CH:24][C:23](B2OC(C)(C)C(C)(C)O2)=[CH:22][CH:21]=1)[C:15]([O:17][CH3:18])=[O:16])[CH3:12]. No catalyst specified. The product is [CH2:11]([O:13][C@@H:14]([CH2:19][C:20]1[CH:25]=[CH:24][C:23]([C:2]2[N:6]([CH3:7])[N:5]=[C:4]([N+:8]([O-:10])=[O:9])[N:3]=2)=[CH:22][CH:21]=1)[C:15]([O:17][CH3:18])=[O:16])[CH3:12]. The yield is 0.620.